Dataset: Peptide-MHC class I binding affinity with 185,985 pairs from IEDB/IMGT. Task: Regression. Given a peptide amino acid sequence and an MHC pseudo amino acid sequence, predict their binding affinity value. This is MHC class I binding data. (1) The binding affinity (normalized) is 0.571. The peptide sequence is TFMIITSTK. The MHC is HLA-A68:01 with pseudo-sequence HLA-A68:01. (2) The peptide sequence is QLTPHTKAV. The MHC is HLA-B44:02 with pseudo-sequence HLA-B44:02. The binding affinity (normalized) is 0. (3) The peptide sequence is FLLSLGIHL. The MHC is HLA-A11:01 with pseudo-sequence HLA-A11:01. The binding affinity (normalized) is 0.